Task: Predict which catalyst facilitates the given reaction.. Dataset: Catalyst prediction with 721,799 reactions and 888 catalyst types from USPTO (1) Reactant: [Cl:1][C:2]1[CH:3]=[C:4]([CH2:17]Cl)[C:5]2[O:9][C:8]([CH:10]3[CH2:15][CH2:14][CH2:13][CH2:12][CH2:11]3)=[CH:7][C:6]=2[CH:16]=1.[Na+].[I-:20]. Product: [Cl:1][C:2]1[CH:3]=[C:4]([CH2:17][I:20])[C:5]2[O:9][C:8]([CH:10]3[CH2:15][CH2:14][CH2:13][CH2:12][CH2:11]3)=[CH:7][C:6]=2[CH:16]=1. The catalyst class is: 21. (2) Reactant: Br.[NH2:2][CH2:3][C:4]([NH:6][C@H:7]1[CH2:12][CH2:11][CH2:10][CH2:9][C@H:8]1[NH:13][C:14](=[O:25])[C:15]1[CH:20]=[CH:19][C:18]([S:21]([NH2:24])(=[O:23])=[O:22])=[CH:17][CH:16]=1)=[O:5].[Cl:26][C:27]1[CH:28]=[C:29]([S:33](Cl)(=[O:35])=[O:34])[CH:30]=[CH:31][CH:32]=1.CCOC(C)=O. Product: [NH2:24][S:21]([C:18]1[CH:17]=[CH:16][C:15]([C:14]([NH:13][C@@H:8]2[CH2:9][CH2:10][CH2:11][CH2:12][C@@H:7]2[NH:6][C:4](=[O:5])[CH2:3][NH:2][S:33]([C:29]2[CH:30]=[CH:31][CH:32]=[C:27]([Cl:26])[CH:28]=2)(=[O:35])=[O:34])=[O:25])=[CH:20][CH:19]=1)(=[O:23])=[O:22]. The catalyst class is: 3. (3) Reactant: [I:1]I.[CH2:3]([O:10][C@H:11]1[C@@H:16]([O:17][CH2:18][C:19]2[CH:24]=[CH:23][CH:22]=[CH:21][CH:20]=2)[C@H:15]([O:25][CH2:26][C:27]2[CH:32]=[CH:31][CH:30]=[CH:29][CH:28]=2)[C@@H:14]([CH2:33][O:34][CH2:35][C:36]2[CH:41]=[CH:40][CH:39]=[CH:38][CH:37]=2)[O:13][C@@H:12]1[CH2:42][Hg]Cl)[C:4]1[CH:9]=[CH:8][CH:7]=[CH:6][CH:5]=1. Product: [CH2:26]([O:25][C@H:15]1[C@H:16]([O:17][CH2:18][C:19]2[CH:24]=[CH:23][CH:22]=[CH:21][CH:20]=2)[C@H:11]([O:10][CH2:3][C:4]2[CH:9]=[CH:8][CH:7]=[CH:6][CH:5]=2)[C@@H:12]([CH2:42][I:1])[O:13][C@@H:14]1[CH2:33][O:34][CH2:35][C:36]1[CH:41]=[CH:40][CH:39]=[CH:38][CH:37]=1)[C:27]1[CH:32]=[CH:31][CH:30]=[CH:29][CH:28]=1. The catalyst class is: 2. (4) Reactant: [I:1][C:2]1[CH:3]=[C:4]([CH2:8][C:9]([OH:11])=O)[CH:5]=[CH:6][CH:7]=1.C(N(CC)C(C)C)(C)C.[C:21]([C:23]1[CH:32]=[CH:31][C:26]([C:27]([NH:29][NH2:30])=[O:28])=[CH:25][CH:24]=1)#[N:22]. Product: [I:1][C:2]1[CH:3]=[C:4]([CH2:8][C:9]([NH:30][NH:29][C:27](=[O:28])[C:26]2[CH:25]=[CH:24][C:23]([C:21]#[N:22])=[CH:32][CH:31]=2)=[O:11])[CH:5]=[CH:6][CH:7]=1. The catalyst class is: 395. (5) Reactant: [CH:1]([C@H:4]1[C@H:13]([CH3:14])[C@@H:12]([NH:15][C:16](=[O:25])[O:17][CH2:18][C:19]2[CH:24]=[CH:23][CH:22]=[CH:21][CH:20]=2)[C:11]2[C:6](=[CH:7][CH:8]=[CH:9][CH:10]=2)[NH:5]1)([CH3:3])[CH3:2].N1C=CC=CC=1.[C:32](Cl)(=[O:34])[CH3:33]. Product: [C:32]([N:5]1[C:6]2[C:11](=[CH:10][CH:9]=[CH:8][CH:7]=2)[C@H:12]([NH:15][C:16](=[O:25])[O:17][CH2:18][C:19]2[CH:24]=[CH:23][CH:22]=[CH:21][CH:20]=2)[C@@H:13]([CH3:14])[C@@H:4]1[CH:1]([CH3:2])[CH3:3])(=[O:34])[CH3:33]. The catalyst class is: 2. (6) Reactant: [Cl:1][C:2]1[N:7]=[CH:6][C:5]([CH2:8][OH:9])=[CH:4][CH:3]=1.[H-].[Na+].Br[CH2:13][C:14]1[CH:19]=[CH:18][C:17]([C:20]2[C:21]([C:26]#[N:27])=[CH:22][CH:23]=[CH:24][CH:25]=2)=[CH:16][CH:15]=1.[Cl-].[NH4+]. Product: [Cl:1][C:2]1[N:7]=[CH:6][C:5]([CH2:8][O:9][CH2:13][C:14]2[CH:15]=[CH:16][C:17]([C:20]3[C:21]([C:26]#[N:27])=[CH:22][CH:23]=[CH:24][CH:25]=3)=[CH:18][CH:19]=2)=[CH:4][CH:3]=1. The catalyst class is: 7. (7) Reactant: [Si]([O:8][CH2:9][CH2:10][N:11]([C:35]#[N:36])[C:12]1[CH:17]=[CH:16][C:15]([NH:18][C:19]([C:21]2SC=[CH:24][C:25]=2[NH:26][C:27]([C:29]2[S:30][C:31]([Cl:34])=[CH:32][CH:33]=2)=[O:28])=[O:20])=[CH:14][CH:13]=1)(C(C)(C)C)(C)C.[CH3:37][S:38]([OH:41])(=[O:40])=[O:39]. Product: [CH3:37][S:38]([OH:41])(=[O:40])=[O:39].[Cl:34][C:31]1[S:30][C:29]([C:27]([NH:26][C:25]2[CH:24]=[CH:37][S:38][C:21]=2[C:19]([NH:18][C:15]2[CH:16]=[CH:17][C:12]([N:11]3[CH2:10][CH2:9][O:8][C:35]3=[NH:36])=[CH:13][CH:14]=2)=[O:20])=[O:28])=[CH:33][CH:32]=1. The catalyst class is: 27. (8) Reactant: [CH2:1]([N:8]1[C:16]2[C:11](=[CH:12][CH:13]=[C:14]([CH2:17][OH:18])[CH:15]=2)[C:10]([C:19]([NH:21][CH2:22][C:23]2[CH:28]=[CH:27][C:26]([F:29])=[C:25]([F:30])[CH:24]=2)=[O:20])=[C:9]1[CH:31]([CH3:33])[CH3:32])[C:2]1[CH:7]=[CH:6][CH:5]=[CH:4][CH:3]=1.C[N+]1([O-])CCOCC1. Product: [CH2:1]([N:8]1[C:16]2[C:11](=[CH:12][CH:13]=[C:14]([CH:17]=[O:18])[CH:15]=2)[C:10]([C:19]([NH:21][CH2:22][C:23]2[CH:28]=[CH:27][C:26]([F:29])=[C:25]([F:30])[CH:24]=2)=[O:20])=[C:9]1[CH:31]([CH3:33])[CH3:32])[C:2]1[CH:7]=[CH:6][CH:5]=[CH:4][CH:3]=1. The catalyst class is: 862. (9) Reactant: O.[OH:2][C:3]1[C:12]2[N:11]=[CH:10][CH:9]=[CH:8][C:7]=2[C:6]([S:13]([OH:16])(=O)=[O:14])=[CH:5][CH:4]=1.S(Cl)([Cl:19])=O. Product: [OH:2][C:3]1[C:12]2[N:11]=[CH:10][CH:9]=[CH:8][C:7]=2[C:6]([S:13]([Cl:19])(=[O:16])=[O:14])=[CH:5][CH:4]=1. The catalyst class is: 3.